Dataset: NCI-60 drug combinations with 297,098 pairs across 59 cell lines. Task: Regression. Given two drug SMILES strings and cell line genomic features, predict the synergy score measuring deviation from expected non-interaction effect. Drug 1: C1=CC(=C2C(=C1NCCNCCO)C(=O)C3=C(C=CC(=C3C2=O)O)O)NCCNCCO. Cell line: A498. Drug 2: C1=NC2=C(N1)C(=S)N=CN2. Synergy scores: CSS=38.7, Synergy_ZIP=2.27, Synergy_Bliss=3.87, Synergy_Loewe=-6.67, Synergy_HSA=5.29.